From a dataset of NCI-60 drug combinations with 297,098 pairs across 59 cell lines. Regression. Given two drug SMILES strings and cell line genomic features, predict the synergy score measuring deviation from expected non-interaction effect. (1) Drug 1: CC1=C(C=C(C=C1)NC2=NC=CC(=N2)N(C)C3=CC4=NN(C(=C4C=C3)C)C)S(=O)(=O)N.Cl. Drug 2: CN(C(=O)NC(C=O)C(C(C(CO)O)O)O)N=O. Cell line: BT-549. Synergy scores: CSS=-4.37, Synergy_ZIP=1.08, Synergy_Bliss=-2.58, Synergy_Loewe=-4.85, Synergy_HSA=-5.19. (2) Drug 1: C1CCN(CC1)CCOC2=CC=C(C=C2)C(=O)C3=C(SC4=C3C=CC(=C4)O)C5=CC=C(C=C5)O. Cell line: A549. Drug 2: CC1CCC2CC(C(=CC=CC=CC(CC(C(=O)C(C(C(=CC(C(=O)CC(OC(=O)C3CCCCN3C(=O)C(=O)C1(O2)O)C(C)CC4CCC(C(C4)OC)O)C)C)O)OC)C)C)C)OC. Synergy scores: CSS=20.7, Synergy_ZIP=-3.79, Synergy_Bliss=-8.14, Synergy_Loewe=-16.7, Synergy_HSA=-9.06. (3) Drug 1: CC1=C(C=C(C=C1)NC2=NC=CC(=N2)N(C)C3=CC4=NN(C(=C4C=C3)C)C)S(=O)(=O)N.Cl. Drug 2: CCN(CC)CCNC(=O)C1=C(NC(=C1C)C=C2C3=C(C=CC(=C3)F)NC2=O)C. Cell line: SNB-19. Synergy scores: CSS=-0.575, Synergy_ZIP=2.09, Synergy_Bliss=0.278, Synergy_Loewe=-0.818, Synergy_HSA=-1.53. (4) Drug 1: C1CCC(CC1)NC(=O)N(CCCl)N=O. Drug 2: C1C(C(OC1N2C=NC3=C2NC=NCC3O)CO)O. Cell line: CCRF-CEM. Synergy scores: CSS=35.7, Synergy_ZIP=-2.37, Synergy_Bliss=-4.16, Synergy_Loewe=-12.2, Synergy_HSA=-3.08. (5) Drug 1: CC1C(C(CC(O1)OC2CC(OC(C2O)C)OC3=CC4=CC5=C(C(=O)C(C(C5)C(C(=O)C(C(C)O)O)OC)OC6CC(C(C(O6)C)O)OC7CC(C(C(O7)C)O)OC8CC(C(C(O8)C)O)(C)O)C(=C4C(=C3C)O)O)O)O. Drug 2: C#CCC(CC1=CN=C2C(=N1)C(=NC(=N2)N)N)C3=CC=C(C=C3)C(=O)NC(CCC(=O)O)C(=O)O. Cell line: TK-10. Synergy scores: CSS=24.7, Synergy_ZIP=-0.711, Synergy_Bliss=-0.620, Synergy_Loewe=1.80, Synergy_HSA=0.935. (6) Drug 1: CC1=C(C=C(C=C1)NC2=NC=CC(=N2)N(C)C3=CC4=NN(C(=C4C=C3)C)C)S(=O)(=O)N.Cl. Drug 2: CN1CCC(CC1)COC2=C(C=C3C(=C2)N=CN=C3NC4=C(C=C(C=C4)Br)F)OC. Cell line: NCI-H322M. Synergy scores: CSS=23.1, Synergy_ZIP=0.541, Synergy_Bliss=0.381, Synergy_Loewe=-29.1, Synergy_HSA=-0.979. (7) Drug 1: C(CC(=O)O)C(=O)CN.Cl. Drug 2: CC1=C(C(=O)C2=C(C1=O)N3CC4C(C3(C2COC(=O)N)OC)N4)N. Cell line: SF-268. Synergy scores: CSS=19.8, Synergy_ZIP=-5.68, Synergy_Bliss=2.14, Synergy_Loewe=-11.8, Synergy_HSA=-0.817.